Predict the reactants needed to synthesize the given product. From a dataset of Full USPTO retrosynthesis dataset with 1.9M reactions from patents (1976-2016). Given the product [CH3:1][O:2][C:3](=[O:26])[CH2:4][C:5]1[CH:10]=[CH:9][CH:8]=[C:7]([O:11][C:12]2[CH:17]=[CH:16][C:15]([C:18]([F:20])([F:19])[F:21])=[CH:14][C:13]=2[CH2:22][N:23]([CH2:24][CH3:25])[S:35]([C:32]2[CH:31]=[CH:30][C:29]([O:28][CH3:27])=[CH:34][CH:33]=2)(=[O:37])=[O:36])[CH:6]=1, predict the reactants needed to synthesize it. The reactants are: [CH3:1][O:2][C:3](=[O:26])[CH2:4][C:5]1[CH:10]=[CH:9][CH:8]=[C:7]([O:11][C:12]2[CH:17]=[CH:16][C:15]([C:18]([F:21])([F:20])[F:19])=[CH:14][C:13]=2[CH2:22][NH:23][CH2:24][CH3:25])[CH:6]=1.[CH3:27][O:28][C:29]1[CH:34]=[CH:33][C:32]([S:35](Cl)(=[O:37])=[O:36])=[CH:31][CH:30]=1.